Dataset: Catalyst prediction with 721,799 reactions and 888 catalyst types from USPTO. Task: Predict which catalyst facilitates the given reaction. (1) Reactant: [F:1][C:2]1[CH:7]=[CH:6][CH:5]=[CH:4][C:3]=1[S:8]([NH:11][C:12]1[CH:21]=[CH:20][C:19]2[CH2:18][CH2:17][CH2:16][C:15](=[O:22])[C:14]=2[C:13]=1[C:23]([O:25][CH3:26])=[O:24])(=[O:10])=[O:9].[CH3:27]OC(OC)OC.C1(C)C=CC(S([O-])(=O)=O)=CC=1.[NH+]1C=CC=CC=1. Product: [F:1][C:2]1[CH:7]=[CH:6][CH:5]=[CH:4][C:3]=1[S:8]([NH:11][C:12]1[CH:21]=[CH:20][C:19]2[CH2:18][CH2:17][CH:16]=[C:15]([O:22][CH3:27])[C:14]=2[C:13]=1[C:23]([O:25][CH3:26])=[O:24])(=[O:10])=[O:9]. The catalyst class is: 5. (2) Reactant: Cl[C:2]1[C:11]2[C:6](=[CH:7][C:8]([F:13])=[CH:9][C:10]=2[F:12])[N:5]=[C:4]([C:14]2[CH:19]=[CH:18][CH:17]=[CH:16][C:15]=2[S:20]([CH3:23])(=[O:22])=[O:21])[C:3]=1[CH3:24].[CH3:25][O:26][C:27]1[N:32]=[CH:31][C:30]([C:33]2[CH:39]=[CH:38][C:37]([N:40]3[CH2:45][CH2:44][O:43][CH2:42][CH2:41]3)=[CH:36][C:34]=2[NH2:35])=[CH:29][CH:28]=1. Product: [F:12][C:10]1[CH:9]=[C:8]([F:13])[CH:7]=[C:6]2[C:11]=1[C:2]([NH:35][C:34]1[CH:36]=[C:37]([N:40]3[CH2:45][CH2:44][O:43][CH2:42][CH2:41]3)[CH:38]=[CH:39][C:33]=1[C:30]1[CH:31]=[N:32][C:27]([O:26][CH3:25])=[CH:28][CH:29]=1)=[C:3]([CH3:24])[C:4]([C:14]1[CH:19]=[CH:18][CH:17]=[CH:16][C:15]=1[S:20]([CH3:23])(=[O:22])=[O:21])=[N:5]2. The catalyst class is: 11. (3) Reactant: [O:1]=[C:2]1[CH2:7][CH2:6][N:5]([C:8]([O:10][C:11]([CH3:14])([CH3:13])[CH3:12])=[O:9])[CH:4]([C:15]2[CH:20]=[CH:19][CH:18]=[CH:17][CH:16]=2)[CH2:3]1.CCC(C)[BH-](C(C)CC)C(C)CC.[Li+]. Product: [OH:1][CH:2]1[CH2:7][CH2:6][N:5]([C:8]([O:10][C:11]([CH3:14])([CH3:13])[CH3:12])=[O:9])[CH:4]([C:15]2[CH:16]=[CH:17][CH:18]=[CH:19][CH:20]=2)[CH2:3]1. The catalyst class is: 1. (4) Reactant: Cl[C:2]1[N:7]=[C:6]([CH3:8])[C:5]([CH:9]([CH2:14][CH2:15][CH3:16])[C:10]([O:12][CH3:13])=[O:11])=[C:4]([C:17]2[CH:22]=[CH:21][CH:20]=[CH:19][CH:18]=2)[N:3]=1.[Cl:23][C:24]1[CH:29]=[CH:28][CH:27]=[CH:26][C:25]=1B(O)O.C(N(CC)C(C)C)(C)C. Product: [Cl:23][C:24]1[CH:29]=[CH:28][CH:27]=[CH:26][C:25]=1[C:2]1[N:7]=[C:6]([CH3:8])[C:5]([CH:9]([CH2:14][CH2:15][CH3:16])[C:10]([O:12][CH3:13])=[O:11])=[C:4]([C:17]2[CH:22]=[CH:21][CH:20]=[CH:19][CH:18]=2)[N:3]=1. The catalyst class is: 108.